Dataset: Catalyst prediction with 721,799 reactions and 888 catalyst types from USPTO. Task: Predict which catalyst facilitates the given reaction. (1) Reactant: [Si]([O:8][C:9]1[CH:10]=[C:11]([CH:51]=[C:52]([CH2:54][CH2:55][CH2:56][O:57][CH3:58])[CH:53]=1)[CH2:12][N:13]([CH:48]1[CH2:50][CH2:49]1)[C:14]([C@@H:16]1[C@@H:21]([C:22]2[CH:27]=[CH:26][C:25]([O:28][CH2:29][CH2:30][O:31][C:32]3[C:37]([Cl:38])=[CH:36][C:35]([CH3:39])=[CH:34][C:33]=3[Cl:40])=[CH:24][CH:23]=2)[CH2:20][CH2:19][N:18]([C:41]([O:43][C:44]([CH3:47])([CH3:46])[CH3:45])=[O:42])[CH2:17]1)=[O:15])(C(C)(C)C)(C)C.[F-].C([N+](CCCC)(CCCC)CCCC)CCC. Product: [CH:48]1([N:13]([CH2:12][C:11]2[CH:51]=[C:52]([CH2:54][CH2:55][CH2:56][O:57][CH3:58])[CH:53]=[C:9]([OH:8])[CH:10]=2)[C:14]([C@@H:16]2[C@@H:21]([C:22]3[CH:23]=[CH:24][C:25]([O:28][CH2:29][CH2:30][O:31][C:32]4[C:37]([Cl:38])=[CH:36][C:35]([CH3:39])=[CH:34][C:33]=4[Cl:40])=[CH:26][CH:27]=3)[CH2:20][CH2:19][N:18]([C:41]([O:43][C:44]([CH3:47])([CH3:46])[CH3:45])=[O:42])[CH2:17]2)=[O:15])[CH2:50][CH2:49]1. The catalyst class is: 1. (2) Reactant: [Cl:1][C:2]1[N:10]=[C:9]2[C:5]([N:6]=[CH:7][N:8]2[CH2:11][C:12]2[CH:17]=[CH:16][CH:15]=[C:14]([CH2:18][C:19]([O:21][CH3:22])=[O:20])[CH:13]=2)=[C:4]([NH2:23])[N:3]=1.C([O-])(=O)C.[Na+].[Br:29]Br. Product: [Br:29][C:7]1[N:8]([CH2:11][C:12]2[CH:17]=[CH:16][CH:15]=[C:14]([CH2:18][C:19]([O:21][CH3:22])=[O:20])[CH:13]=2)[C:9]2[C:5]([N:6]=1)=[C:4]([NH2:23])[N:3]=[C:2]([Cl:1])[N:10]=2. The catalyst class is: 22.